This data is from Catalyst prediction with 721,799 reactions and 888 catalyst types from USPTO. The task is: Predict which catalyst facilitates the given reaction. (1) Reactant: [Cl-].[Al+3].[Cl-].[Cl-].[CH2:5]([O:7][C:8]1[CH:13]=[CH:12][CH:11]=[CH:10][CH:9]=1)[CH3:6].[Br:14][C:15]1[CH:16]=[CH:17][C:18]([Cl:24])=[C:19]([CH:23]=1)[C:20](Cl)=[O:21]. Product: [Br:14][C:15]1[CH:16]=[CH:17][C:18]([Cl:24])=[C:19]([C:20]([C:11]2[CH:12]=[CH:13][C:8]([O:7][CH2:5][CH3:6])=[CH:9][CH:10]=2)=[O:21])[CH:23]=1. The catalyst class is: 4. (2) Reactant: [CH3:1][O:2][C:3](=[O:27])[C:4]1[CH:9]=[C:8]([N+:10]([O-])=O)[CH:7]=[C:6]([N:13]([CH2:24][CH:25]=[CH2:26])[C:14]([O:16][CH2:17][C:18]2[CH:23]=[CH:22][CH:21]=[CH:20][CH:19]=2)=[O:15])[CH:5]=1.Cl[Sn]Cl.[C:31](Cl)(=[O:33])[CH3:32]. Product: [CH3:1][O:2][C:3](=[O:27])[C:4]1[CH:5]=[C:6]([N:13]([CH2:24][CH:25]=[CH2:26])[C:14]([O:16][CH2:17][C:18]2[CH:23]=[CH:22][CH:21]=[CH:20][CH:19]=2)=[O:15])[CH:7]=[C:8]([NH:10][C:31](=[O:33])[CH3:32])[CH:9]=1. The catalyst class is: 14. (3) Reactant: [Br:1][C:2]1[CH:7]=[CH:6][N:5]=[C:4]([C:8]([OH:10])=O)[CH:3]=1.CN1CCOCC1.F[P-](F)(F)(F)(F)F.N1(OC(N(C)C)=[N+](C)C)C2N=CC=CC=2N=N1.[F:42][C:43]([F:52])([F:51])[C:44]1[CH:45]=[C:46]([CH:48]=[CH:49][CH:50]=1)[NH2:47]. Product: [Br:1][C:2]1[CH:7]=[CH:6][N:5]=[C:4]([C:8]([NH:47][C:46]2[CH:48]=[CH:49][CH:50]=[C:44]([C:43]([F:42])([F:51])[F:52])[CH:45]=2)=[O:10])[CH:3]=1. The catalyst class is: 204. (4) Reactant: CO[C:3](=[O:17])[CH:4]([NH:9][C:10]([O:12][C:13]([CH3:16])([CH3:15])[CH3:14])=[O:11])[CH2:5][CH2:6][CH:7]=O.Cl.[NH2:19][C@H:20]([C:23]([OH:25])=[O:24])[CH2:21][SH:22]. Product: [C:13]([O:12][C:10]([NH:9][CH:4]1[C:3](=[O:17])[N:19]2[CH:20]([C:23]([OH:25])=[O:24])[CH2:21][S:22][CH:7]2[CH2:6][CH2:5]1)=[O:11])([CH3:14])([CH3:15])[CH3:16]. The catalyst class is: 17. (5) Reactant: F[C:2]1[CH:7]=[CH:6][CH:5]=[CH:4][C:3]=1[N:8]1[C:12]([C:13]2[CH:18]=[CH:17][CH:16]=[CH:15][C:14]=2[OH:19])=[CH:11][CH:10]=[N:9]1.C([O-])([O-])=O.[K+].[K+].O. Product: [N:9]1[N:8]2[C:3]3[CH:4]=[CH:5][CH:6]=[CH:7][C:2]=3[O:19][C:14]3[CH:15]=[CH:16][CH:17]=[CH:18][C:13]=3[C:12]2=[CH:11][CH:10]=1. The catalyst class is: 3. (6) Reactant: [F:1][C:2]1[C:7]([F:8])=[CH:6][CH:5]=[CH:4][C:3]=1[CH2:9][C:10]([OH:12])=O.C(Cl)(=O)C(Cl)=O.[NH2:19][C:20](=[N:26]O)[C:21]([O:23][CH2:24][CH3:25])=[O:22].C(N(CC)C(C)C)(C)C. Product: [F:1][C:2]1[C:7]([F:8])=[CH:6][CH:5]=[CH:4][C:3]=1[CH2:9][C:10]1[O:12][N:26]=[C:20]([C:21]([O:23][CH2:24][CH3:25])=[O:22])[N:19]=1. The catalyst class is: 272. (7) Reactant: C(OC([N:8]1[CH2:13][CH2:12][CH:11]([CH2:14][O:15][C:16]2[CH:21]=[CH:20][C:19]([C:22]([O:24][CH3:25])=[O:23])=[CH:18][CH:17]=2)[CH2:10][CH2:9]1)=O)(C)(C)C.C(O)(C(F)(F)F)=O. Product: [CH3:25][O:24][C:22](=[O:23])[C:19]1[CH:18]=[CH:17][C:16]([O:15][CH2:14][CH:11]2[CH2:12][CH2:13][NH:8][CH2:9][CH2:10]2)=[CH:21][CH:20]=1. The catalyst class is: 2. (8) Reactant: [F:1][C:2]1[C:3]([CH:11]([OH:13])[CH3:12])=[N:4][CH:5]=[CH:6][C:7]=1[CH:8]([CH3:10])[CH3:9]. Product: [F:1][C:2]1[C:3]([C:11](=[O:13])[CH3:12])=[N:4][CH:5]=[CH:6][C:7]=1[CH:8]([CH3:10])[CH3:9]. The catalyst class is: 784. (9) Reactant: COC1C=CC(C[NH:8][C:9]2[CH:10]=[C:11]([CH:14]=[CH:15][N:16]=2)[C:12]#[N:13])=CC=1. Product: [NH2:8][C:9]1[CH:10]=[C:11]([CH:14]=[CH:15][N:16]=1)[C:12]#[N:13]. The catalyst class is: 55.